This data is from Full USPTO retrosynthesis dataset with 1.9M reactions from patents (1976-2016). The task is: Predict the reactants needed to synthesize the given product. (1) Given the product [O:17]1[C:18]2[C:23](=[CH:22][CH:21]=[CH:20][CH:19]=2)[CH2:24][CH:25]=[C:16]1[C:15]1[CH:14]=[CH:13][C:12]([OH:11])=[CH:28][CH:27]=1, predict the reactants needed to synthesize it. The reactants are: [Cl-].[Al+3].[Cl-].[Cl-].[H-].[H-].[H-].[H-].[Li+].[Al+3].[OH:11][C:12]1[CH:28]=[CH:27][C:15]([C:16]2[O:17][C:18]3[C:23]([C:24](=O)[CH:25]=2)=[CH:22][CH:21]=[CH:20][CH:19]=3)=[CH:14][CH:13]=1. (2) Given the product [Cl:1][C:2]1[N:7]=[C:17]2[N:18]([CH3:19])[C:20](=[O:21])[C:10]([CH3:9])([CH3:15])[C:5]2=[CH:4][CH:3]=1, predict the reactants needed to synthesize it. The reactants are: [Cl:1][C:2]1[N:7]=C2N[C:9](=O)[CH2:10][C:5]2=[CH:4][CH:3]=1.[H-].[Na+].I[CH3:15].O.[CH3:17][N:18]([CH:20]=[O:21])[CH3:19]. (3) Given the product [Si:1]([O:8][C@H:9]1[CH2:18][C:17]2([CH2:21][CH2:20][CH2:19]2)[CH2:16][C:15]2[N:14]=[C:13]([CH:22]([CH3:24])[CH3:23])[C:12]([C@@H:25]([C:27]3[CH:32]=[CH:31][C:30]([S:33]([F:38])([F:37])([F:36])([F:35])[F:34])=[CH:29][CH:28]=3)[OH:26])=[C:11]([C:43]3[CH2:44][CH2:45][O:40][CH2:41][CH:42]=3)[C:10]1=2)([C:4]([CH3:7])([CH3:6])[CH3:5])([CH3:3])[CH3:2], predict the reactants needed to synthesize it. The reactants are: [Si:1]([O:8][C@H:9]1[CH2:18][C:17]2([CH2:21][CH2:20][CH2:19]2)[CH2:16][C:15]2[N:14]=[C:13]([CH:22]([CH3:24])[CH3:23])[C:12]([C@@H:25]([C:27]3[CH:32]=[CH:31][C:30]([S:33]([F:38])([F:37])([F:36])([F:35])[F:34])=[CH:29][CH:28]=3)[OH:26])=[C:11](I)[C:10]1=2)([C:4]([CH3:7])([CH3:6])[CH3:5])([CH3:3])[CH3:2].[O:40]1[CH2:45][CH:44]=[C:43](B2OC(C)(C)C(C)(C)O2)[CH2:42][CH2:41]1.C(=O)([O-])[O-].[Cs+].[Cs+].[F-].[Cs+]. (4) Given the product [NH2:24][CH:4]([CH2:5][NH:6][C:7]1[C:16]2[C:11](=[CH:12][CH:13]=[CH:14][CH:15]=2)[N:10]=[C:9]([C:17]2[CH:22]=[CH:21][CH:20]=[CH:19][C:18]=2[OH:23])[N:8]=1)[C:3]([OH:25])=[O:2], predict the reactants needed to synthesize it. The reactants are: C[O:2][C:3](=[O:25])[CH:4]([NH2:24])[CH2:5][NH:6][C:7]1[C:16]2[C:11](=[CH:12][CH:13]=[CH:14][CH:15]=2)[N:10]=[C:9]([C:17]2[CH:22]=[CH:21][CH:20]=[CH:19][C:18]=2[OH:23])[N:8]=1.O1CCCC1.O.O.[OH-].[Li+].Cl. (5) Given the product [Cl:1][C:2]1[C:3]([N:8]2[C:12]([C:13]([NH:14][C:15]3[C:16]([C:17]([NH:32][CH:29]([CH3:31])[CH3:30])=[O:19])=[CH:20][CH:21]=[CH:22][C:23]=3[CH3:24])=[O:18])=[CH:11][C:10]([C:25]([F:27])([F:26])[F:28])=[N:9]2)=[N:4][CH:5]=[CH:6][CH:7]=1, predict the reactants needed to synthesize it. The reactants are: [Cl:1][C:2]1[C:3]([N:8]2[C:12]([C:13]3[O:18][C:17](=[O:19])[C:16]4[CH:20]=[CH:21][CH:22]=[C:23]([CH3:24])[C:15]=4[N:14]=3)=[CH:11][C:10]([C:25]([F:28])([F:27])[F:26])=[N:9]2)=[N:4][CH:5]=[CH:6][CH:7]=1.[CH:29]([NH2:32])([CH3:31])[CH3:30].C(OCC)C.